The task is: Predict the product of the given reaction.. This data is from Forward reaction prediction with 1.9M reactions from USPTO patents (1976-2016). Given the reactants [C:1]1([C:7]2[S:11][C:10]([C:12]([OH:14])=O)=[CH:9][CH:8]=2)[CH:6]=[CH:5][CH:4]=[CH:3][CH:2]=1.Cl.Cl.[N:17]12[CH2:25][CH2:24][CH:21]([CH2:22][CH2:23]1)[NH:20][CH2:19][CH2:18]2.O.ON1C2C=CC=CC=2N=N1.F[B-](F)(F)F.N1(OC(N(C)C)=[N+](C)C)C2C=CC=CC=2N=N1.C(N(C(C)C)CC)(C)C.[OH-].[Na+], predict the reaction product. The product is: [N:17]12[CH2:25][CH2:24][CH:21]([CH2:22][CH2:23]1)[N:20]([C:12]([C:10]1[S:11][C:7]([C:1]3[CH:2]=[CH:3][CH:4]=[CH:5][CH:6]=3)=[CH:8][CH:9]=1)=[O:14])[CH2:19][CH2:18]2.